This data is from Forward reaction prediction with 1.9M reactions from USPTO patents (1976-2016). The task is: Predict the product of the given reaction. (1) Given the reactants [C:9](O[C:9]([O:11][C:12]([CH3:15])([CH3:14])[CH3:13])=[O:10])([O:11][C:12]([CH3:15])([CH3:14])[CH3:13])=[O:10].[O:16]=[C:17]1[CH:22]([C:23]([O:25][CH2:26][CH3:27])=[O:24])[CH2:21][CH2:20][NH:19][CH2:18]1.C(N(CC)CC)C.Cl, predict the reaction product. The product is: [O:16]=[C:17]1[CH:22]([C:23]([O:25][CH2:26][CH3:27])=[O:24])[CH2:21][CH2:20][N:19]([C:9]([O:11][C:12]([CH3:13])([CH3:14])[CH3:15])=[O:10])[CH2:18]1. (2) Given the reactants [Br:1][C:2]1[CH:11]=[CH:10][C:9]([O:12]C)=[CH:8][C:3]=1[C:4]([O:6][CH3:7])=[O:5].B(Br)(Br)Br.CC(=O)OCC, predict the reaction product. The product is: [CH3:7][O:6][C:4](=[O:5])[C:3]1[CH:8]=[C:9]([OH:12])[CH:10]=[CH:11][C:2]=1[Br:1]. (3) Given the reactants [C:1]([O:5][C:6](=[O:45])[NH:7][C:8]1[CH:13]=[CH:12][C:11]([C:14]([F:17])([F:16])[F:15])=[CH:10][C:9]=1[C:18](=[O:44])[NH:19][C@H:20]1[CH2:24][CH2:23][N:22]([C@@H:25]([CH2:31][NH:32][C:33](OCC2C=CC=CC=2)=O)[C@@H:26]([OH:30])[C:27]#[C:28][CH3:29])[C:21]1=[O:43])([CH3:4])([CH3:3])[CH3:2].[CH3:46][C:47]1[CH:54]=[C:53]([CH3:55])[CH:52]=[CH:51][C:48]=1C=O.C([BH3-])#N.[Na+], predict the reaction product. The product is: [C:1]([O:5][C:6](=[O:45])[NH:7][C:8]1[CH:13]=[CH:12][C:11]([C:14]([F:16])([F:15])[F:17])=[CH:10][C:9]=1[C:18](=[O:44])[NH:19][C@H:20]1[CH2:24][CH2:23][N:22]([C@@H:25]([CH2:31][NH:32][CH2:33][C:48]2[CH:51]=[CH:52][C:53]([CH3:55])=[CH:54][C:47]=2[CH3:46])[C@@H:26]([OH:30])[CH2:27][CH2:28][CH3:29])[C:21]1=[O:43])([CH3:4])([CH3:2])[CH3:3]. (4) Given the reactants Br[C:2]1[CH:3]=[C:4]([NH:14][C:15]([C:17]2[C:18]([CH3:23])=[N:19][N:20]([CH3:22])[CH:21]=2)=[O:16])[CH:5]=[N:6][C:7]=1[O:8][CH2:9][C:10]([F:13])([F:12])[F:11].[Cl:24][C:25]1[CH:30]=[CH:29][C:28](B(O)O)=[CH:27][C:26]=1[CH3:34], predict the reaction product. The product is: [Cl:24][C:25]1[CH:30]=[CH:29][C:28]([C:2]2[CH:3]=[C:4]([NH:14][C:15]([C:17]3[C:18]([CH3:23])=[N:19][N:20]([CH3:22])[CH:21]=3)=[O:16])[CH:5]=[N:6][C:7]=2[O:8][CH2:9][C:10]([F:13])([F:12])[F:11])=[CH:27][C:26]=1[CH3:34]. (5) Given the reactants [Cl:1][C:2]1[CH:8]=[C:7]([O:9][C:10]2[C:11]3[N:18]([CH3:19])[CH:17]=[CH:16][C:12]=3[N:13]=[CH:14][N:15]=2)[CH:6]=[CH:5][C:3]=1[NH2:4].N1C=CC=CC=1.Cl[C:27](OC1C=CC=CC=1)=[O:28].[F:36][C:37]([F:49])([F:48])[CH:38]([C:41]1[CH:42]=[C:43]([CH:45]=[CH:46][CH:47]=1)[NH2:44])[O:39][CH3:40], predict the reaction product. The product is: [Cl:1][C:2]1[CH:8]=[C:7]([O:9][C:10]2[C:11]3[N:18]([CH3:19])[CH:17]=[CH:16][C:12]=3[N:13]=[CH:14][N:15]=2)[CH:6]=[CH:5][C:3]=1[NH:4][C:27]([NH:44][C:43]1[CH:45]=[CH:46][CH:47]=[C:41]([CH:38]([O:39][CH3:40])[C:37]([F:48])([F:49])[F:36])[CH:42]=1)=[O:28]. (6) Given the reactants [CH3:1][C:2]([CH2:13][CH2:14][CH2:15][CH:16]([CH3:23])[CH2:17][CH2:18][CH2:19][CH:20]([CH3:22])[CH3:21])=[CH:3][CH2:4][CH2:5][CH2:6][O:7][CH2:8][CH:9]([CH2:11][OH:12])[OH:10], predict the reaction product. The product is: [CH3:1][C:2]([CH2:13][CH2:14][CH2:15][CH:16]([CH3:23])[CH2:17][CH2:18][CH2:19][CH:20]([CH3:22])[CH3:21])=[CH:3][CH2:4][CH2:5][CH2:6][O:7][CH2:8][CH:9]([CH2:11][OH:12])[OH:10].[OH2:7].